Dataset: Cav3 T-type calcium channel HTS with 100,875 compounds. Task: Binary Classification. Given a drug SMILES string, predict its activity (active/inactive) in a high-throughput screening assay against a specified biological target. (1) The molecule is Fc1cc2c([nH]c(c3ccc(cc3)C)cc2=O)cc1. The result is 0 (inactive). (2) The drug is S1CCCN=C1N(c1c(F)cccc1)C(=O)C. The result is 0 (inactive). (3) The molecule is S(=O)(=O)(N1CCC(CC1)C(=O)NCc1cc(OC)ccc1)c1sccc1. The result is 0 (inactive). (4) The molecule is S(=O)(=O)(NCCc1ccncc1)c1ccc(CCC)cc1. The result is 0 (inactive). (5) The compound is FC(F)(F)c1c(CN2CCN(CC2)CC)ccc(NC(=O)c2cc(NC(=O)c3cc4n[nH]nc4cc3)cc(OC)c2)c1. The result is 0 (inactive). (6) The compound is O(c1cc(CCC(OCc2oc(nn2)c2ccccc2)=O)cc(OC)c1OC)C. The result is 0 (inactive). (7) The compound is FC(F)(F)c1c(NC(=O)NCCN2CCN(CC2)C)cccc1. The result is 0 (inactive). (8) The drug is Brc1n2c(csc2nc1CSc1oc2c(n1)cccc2)C. The result is 0 (inactive). (9) The drug is S(=O)(=O)(N1CCC(CC1)C(=O)NCCN1CCCCCC1)c1ccc(cc1)C. The result is 0 (inactive). (10) The compound is Fc1c(C(=O)Nc2cc3OCOc3cc2)c(F)c(F)c(F)c1F. The result is 0 (inactive).